Predict the reaction yield, written as a fraction of the theoretical maximum amount of product (1.0 means a 100% yield; for example, 0.34 means a 34% yield). From a dataset of Reaction yield outcomes from USPTO patents with 853,638 reactions. (1) The reactants are Br[C:2]1[CH:3]=[C:4]([C:8]([O:10]C)=[O:9])[O:5][C:6]=1[CH3:7].[CH3:12][N:13]1[C:17](B2OC(C)(C)C(C)(C)O2)=[CH:16][CH:15]=[N:14]1.C(=O)([O-])[O-].[K+].[K+].[OH-].[Na+]. The catalyst is O1CCOCC1.O.CC(C)([P](C(C)(C)C)([Pd][P](C(C)(C)C)(C(C)(C)C)C(C)(C)C)C(C)(C)C)C. The product is [CH3:7][C:6]1[O:5][C:4]([C:8]([OH:10])=[O:9])=[CH:3][C:2]=1[C:17]1[N:13]([CH3:12])[N:14]=[CH:15][CH:16]=1. The yield is 0.850. (2) The reactants are [O:1]1[C:5]2[CH:6]=[CH:7][CH:8]=[CH:9][C:4]=2[C:3]([NH:10][C:11]([N:13]2[CH2:18][CH2:17][N:16]([C:19]3[S:23][N:22]=[C:21]([N:24]4[CH2:29][CH2:28][CH:27]([C:30]([NH:32][CH2:33][CH2:34][NH:35]C(=O)OC(C)(C)C)=[O:31])[CH2:26][CH2:25]4)[N:20]=3)[CH2:15][CH2:14]2)=[O:12])=[N:2]1.[ClH:43]. The catalyst is CO.O1CCCC1. The product is [ClH:43].[ClH:43].[NH2:35][CH2:34][CH2:33][NH:32][C:30]([CH:27]1[CH2:26][CH2:25][N:24]([C:21]2[N:20]=[C:19]([N:16]3[CH2:17][CH2:18][N:13]([C:11]([NH:10][C:3]4[C:4]5[CH:9]=[CH:8][CH:7]=[CH:6][C:5]=5[O:1][N:2]=4)=[O:12])[CH2:14][CH2:15]3)[S:23][N:22]=2)[CH2:29][CH2:28]1)=[O:31]. The yield is 0.910.